This data is from NCI-60 drug combinations with 297,098 pairs across 59 cell lines. The task is: Regression. Given two drug SMILES strings and cell line genomic features, predict the synergy score measuring deviation from expected non-interaction effect. (1) Drug 1: CC12CCC3C(C1CCC2=O)CC(=C)C4=CC(=O)C=CC34C. Drug 2: C1=CC(=CC=C1CC(C(=O)O)N)N(CCCl)CCCl.Cl. Cell line: OVCAR-4. Synergy scores: CSS=63.2, Synergy_ZIP=4.89, Synergy_Bliss=8.59, Synergy_Loewe=5.71, Synergy_HSA=5.77. (2) Drug 1: CC(C)CN1C=NC2=C1C3=CC=CC=C3N=C2N. Drug 2: CCC1(C2=C(COC1=O)C(=O)N3CC4=CC5=C(C=CC(=C5CN(C)C)O)N=C4C3=C2)O.Cl. Cell line: MALME-3M. Synergy scores: CSS=7.46, Synergy_ZIP=-5.81, Synergy_Bliss=-8.77, Synergy_Loewe=-11.9, Synergy_HSA=-7.49. (3) Drug 1: CN(C)C1=NC(=NC(=N1)N(C)C)N(C)C. Drug 2: C1=CC(=CC=C1CC(C(=O)O)N)N(CCCl)CCCl.Cl. Cell line: CCRF-CEM. Synergy scores: CSS=36.2, Synergy_ZIP=2.58, Synergy_Bliss=0.655, Synergy_Loewe=-50.0, Synergy_HSA=-1.92. (4) Drug 1: CN(CCCl)CCCl.Cl. Drug 2: CC(C)NC(=O)C1=CC=C(C=C1)CNNC.Cl. Cell line: SNB-19. Synergy scores: CSS=0.327, Synergy_ZIP=0.577, Synergy_Bliss=4.88, Synergy_Loewe=-1.72, Synergy_HSA=0.610. (5) Drug 1: COC1=NC(=NC2=C1N=CN2C3C(C(C(O3)CO)O)O)N. Drug 2: CN(C(=O)NC(C=O)C(C(C(CO)O)O)O)N=O. Cell line: UO-31. Synergy scores: CSS=-4.66, Synergy_ZIP=2.87, Synergy_Bliss=2.05, Synergy_Loewe=-2.43, Synergy_HSA=-1.82. (6) Drug 1: C1CC(=O)NC(=O)C1N2CC3=C(C2=O)C=CC=C3N. Drug 2: C1=CC(=C2C(=C1NCCNCCO)C(=O)C3=C(C=CC(=C3C2=O)O)O)NCCNCCO. Cell line: T-47D. Synergy scores: CSS=34.0, Synergy_ZIP=-7.40, Synergy_Bliss=-1.38, Synergy_Loewe=-19.2, Synergy_HSA=-0.0689. (7) Drug 1: C1CN1C2=NC(=NC(=N2)N3CC3)N4CC4. Drug 2: C(CN)CNCCSP(=O)(O)O. Cell line: OVCAR3. Synergy scores: CSS=54.3, Synergy_ZIP=3.58, Synergy_Bliss=0.755, Synergy_Loewe=-45.3, Synergy_HSA=3.60.